Dataset: Reaction yield outcomes from USPTO patents with 853,638 reactions. Task: Predict the reaction yield, written as a fraction of the theoretical maximum amount of product (1.0 means a 100% yield; for example, 0.34 means a 34% yield). (1) The reactants are [CH3:1][O:2][C:3]1[C:4](=[O:22])[C:5](C(O)=O)=[N:6][N:7]([C:9]2[CH:14]=[CH:13][CH:12]=[C:11]([C:15]([F:18])([F:17])[F:16])[CH:10]=2)[CH:8]=1.C1C=CC(P([N:37]=[N+]=[N-])(C2C=CC=CC=2)=O)=CC=1.CCN(CC)CC.[OH-].[Na+]. The catalyst is C1(C)C=CC=CC=1. The product is [NH2:37][C:5]1[C:4](=[O:22])[C:3]([O:2][CH3:1])=[CH:8][N:7]([C:9]2[CH:14]=[CH:13][CH:12]=[C:11]([C:15]([F:18])([F:17])[F:16])[CH:10]=2)[N:6]=1. The yield is 0.660. (2) The reactants are [CH:1]1([CH2:4][O:5][C:6]2[CH:7]=[C:8]([CH:15](C(OCC)=O)[C:16]([O:18]CC)=[O:17])[CH:9]=[CH:10][C:11]=2[N+:12]([O-:14])=[O:13])[CH2:3][CH2:2]1.[OH-].[Na+]. The catalyst is C(O)C. The product is [CH:1]1([CH2:4][O:5][C:6]2[CH:7]=[C:8]([CH2:15][C:16]([OH:18])=[O:17])[CH:9]=[CH:10][C:11]=2[N+:12]([O-:14])=[O:13])[CH2:2][CH2:3]1. The yield is 0.900. (3) The reactants are [NH:1]1[C:10]2[C:5](=[CH:6][CH:7]=[CH:8][CH:9]=2)[CH2:4][CH:3]([NH:11][C:12](=[O:18])[O:13][C:14]([CH3:17])([CH3:16])[CH3:15])[CH2:2]1.[Cl:19]N1C(=O)CCC1=O.O. The catalyst is C(#N)C. The product is [Cl:19][C:7]1[CH:6]=[C:5]2[C:10](=[CH:9][CH:8]=1)[NH:1][CH2:2][CH:3]([NH:11][C:12](=[O:18])[O:13][C:14]([CH3:15])([CH3:17])[CH3:16])[CH2:4]2. The yield is 0.580. (4) The reactants are [CH3:1][C:2]1[CH:3]=[C:4]2[C:9](=[CH:10][CH:11]=1)[N:8]=[C:7]([C:12]1[CH:17]=[CH:16][N:15]=[CH:14][CH:13]=1)[CH:6]=[C:5]2[C:18](O)=[O:19].N1([C:26]([N:28]2[CH:32]=[CH:31][N:30]=[CH:29]2)=O)C=CN=C1.N1CCNCC1. The catalyst is CN(C)C=O. The product is [CH3:1][C:2]1[CH:3]=[C:4]2[C:9](=[CH:10][CH:11]=1)[N:8]=[C:7]([C:12]1[CH:17]=[CH:16][N:15]=[CH:14][CH:13]=1)[CH:6]=[C:5]2[C:18]([N:28]1[CH2:32][CH2:31][NH:30][CH2:29][CH2:26]1)=[O:19]. The yield is 0.500.